This data is from Reaction yield outcomes from USPTO patents with 853,638 reactions. The task is: Predict the reaction yield, written as a fraction of the theoretical maximum amount of product (1.0 means a 100% yield; for example, 0.34 means a 34% yield). (1) The reactants are Cl.[CH:2]1([NH:8][NH2:9])[CH2:7][CH2:6][CH2:5][CH2:4][CH2:3]1.O=[C:11]1[CH2:15]C[CH2:13][CH:12]1[C:16]#[N:17]. The catalyst is C(O)C. The product is [CH:2]1([N:8]2[C:16]([NH2:17])=[C:12]([CH3:13])[C:11]([CH3:15])=[N:9]2)[CH2:7][CH2:6][CH2:5][CH2:4][CH2:3]1. The yield is 0.880. (2) The reactants are CC(C)([O-])C.[K+].[F:7][C:8]1([F:22])[CH2:12][CH2:11][CH:10]([C:13]2[C:21]3[C:16](=[CH:17][CH:18]=[CH:19][CH:20]=3)[NH:15][CH:14]=2)[CH2:9]1.[CH3:23][O:24][C:25](=[O:36])[C:26]1[CH:31]=[CH:30][C:29]([S:32](Cl)(=[O:34])=[O:33])=[CH:28][CH:27]=1. The catalyst is O1CCOCC1. The product is [CH3:23][O:24][C:25](=[O:36])[C:26]1[CH:27]=[CH:28][C:29]([S:32]([N:15]2[C:16]3[C:21](=[CH:20][CH:19]=[CH:18][CH:17]=3)[C:13]([CH:10]3[CH2:11][CH2:12][C:8]([F:7])([F:22])[CH2:9]3)=[CH:14]2)(=[O:33])=[O:34])=[CH:30][CH:31]=1. The yield is 0.370. (3) The reactants are [CH3:1][O:2][C:3]1[CH:4]=[C:5]([NH:11][S:12]([C:15]2[CH:20]=[CH:19][C:18]([CH3:21])=[CH:17][CH:16]=2)(=[O:14])=[O:13])[CH:6]=[C:7]([O:9][CH3:10])[CH:8]=1.Br[CH2:23][CH2:24][CH2:25][CH2:26][CH2:27][CH2:28][CH3:29].C(=O)([O-])[O-].[K+].[K+].C(OCC)C. The catalyst is CN(C=O)C. The product is [CH3:10][O:9][C:7]1[CH:6]=[C:5]([N:11]([CH2:23][CH2:24][CH2:25][CH2:26][CH2:27][CH2:28][CH3:29])[S:12]([C:15]2[CH:20]=[CH:19][C:18]([CH3:21])=[CH:17][CH:16]=2)(=[O:13])=[O:14])[CH:4]=[C:3]([O:2][CH3:1])[CH:8]=1. The yield is 0.964. (4) The reactants are [OH2:1].[SH-:2].[Na+].CC1C=CC(S(O[CH:15]([CH3:53])[CH2:16][C:17]2[C:25]3[C:20](=[N:21][C:22]([N:27](C(OC(C)(C)C)=O)C(OC(C)(C)C)=O)=[N:23][C:24]=3Cl)[N:19]([CH2:42][C:43]3[C:48]([CH3:49])=[C:47](OC)[C:46]([CH3:52])=[CH:45][N:44]=3)[N:18]=2)(=O)=O)=CC=1.[C:54](=O)([O-])[O-].[K+].[K+]. The catalyst is CN(C)C=O. The product is [CH3:54][O:1][C:47]1[C:46]([CH3:52])=[CH:45][N:44]=[C:43]([CH2:42][N:19]2[C:20]3[C:25]4[C:17]([CH2:16][CH:15]([CH3:53])[S:2][C:24]=4[N:23]=[C:22]([NH2:27])[N:21]=3)=[N:18]2)[C:48]=1[CH3:49]. The yield is 0.630. (5) The reactants are Cl.[C:2]([CH:5]1[CH2:10][CH2:9][N:8]([C:11]2[N:16]=[CH:15][N:14]=[C:13]3[N:17]([CH2:20][C:21]4[CH:26]=[CH:25][CH:24]=[C:23]([O:27][CH2:28][CH3:29])[CH:22]=4)[N:18]=[CH:19][C:12]=23)[CH2:7][CH2:6]1)([OH:4])=O.[N:30]1([CH:36]2[CH2:41][CH2:40][NH:39][CH2:38][CH2:37]2)[CH2:35][CH2:34][CH2:33][CH2:32][CH2:31]1.ON1C2C=CC=CC=2N=N1.Cl.C(N=C=NCCCN(C)C)C.C(=O)([O-])O.[Na+]. The catalyst is C(Cl)(Cl)Cl.C(N(CC)CC)C. The product is [CH2:28]([O:27][C:23]1[CH:22]=[C:21]([CH:26]=[CH:25][CH:24]=1)[CH2:20][N:17]1[C:13]2=[N:14][CH:15]=[N:16][C:11]([N:8]3[CH2:7][CH2:6][CH:5]([C:2]([N:39]4[CH2:40][CH2:41][CH:36]([N:30]5[CH2:35][CH2:34][CH2:33][CH2:32][CH2:31]5)[CH2:37][CH2:38]4)=[O:4])[CH2:10][CH2:9]3)=[C:12]2[CH:19]=[N:18]1)[CH3:29]. The yield is 0.690. (6) The reactants are [Si]([O:8][C@@H:9]1[C:13]2([CH2:15][CH2:14]2)[C:12](=[O:16])[N:11]([C:17]2[CH:24]=[CH:23][C:20]([C:21]#[N:22])=[C:19]([O:25][CH3:26])[CH:18]=2)[C@H:10]1[CH3:27])(C(C)(C)C)(C)C.CO.Cl.C(=O)([O-])O.[Na+]. The catalyst is O1CCCC1. The product is [OH:8][C@@H:9]1[C:13]2([CH2:15][CH2:14]2)[C:12](=[O:16])[N:11]([C:17]2[CH:24]=[CH:23][C:20]([C:21]#[N:22])=[C:19]([O:25][CH3:26])[CH:18]=2)[C@H:10]1[CH3:27]. The yield is 0.220.